Dataset: Catalyst prediction with 721,799 reactions and 888 catalyst types from USPTO. Task: Predict which catalyst facilitates the given reaction. (1) Reactant: [NH2:1][C:2]1[CH:3]=[C:4]([CH:19]=[CH:20][CH:21]=1)[CH2:5][C:6]1[C:11](=[O:12])[CH:10]=[CH:9][N:8]([C:13]2[CH:14]=[N:15][N:16]([CH3:18])[CH:17]=2)[N:7]=1.CCN(CC)CC.Br[CH2:30][CH2:31][CH2:32][C:33](Cl)=[O:34]. Product: [CH3:18][N:16]1[CH:17]=[C:13]([N:8]2[CH:9]=[CH:10][C:11](=[O:12])[C:6]([CH2:5][C:4]3[CH:19]=[CH:20][CH:21]=[C:2]([N:1]4[CH2:30][CH2:31][CH2:32][C:33]4=[O:34])[CH:3]=3)=[N:7]2)[CH:14]=[N:15]1. The catalyst class is: 2. (2) Reactant: [CH2:1]([C:3]1[CH:8]=[C:7]([NH2:9])[CH:6]=[C:5]([CH3:10])[N:4]=1)[CH3:2].[F:11][C:12]1[C:17]([O:18][C:19](=O)[O:20]C2C(F)=C(F)C(F)=C(F)C=2F)=[C:16]([F:33])[C:15]([F:34])=[C:14]([F:35])[C:13]=1[F:36]. Product: [F:11][C:12]1[C:17]([O:18][C:19](=[O:20])[NH:9][C:7]2[CH:6]=[C:5]([CH3:10])[N:4]=[C:3]([CH2:1][CH3:2])[CH:8]=2)=[C:16]([F:33])[C:15]([F:34])=[C:14]([F:35])[C:13]=1[F:36]. The catalyst class is: 1. (3) Reactant: C[O:2][C:3](=O)[C:4]([NH:7][CH2:8][C:9]1[C:10]([NH2:16])=[N:11][CH:12]=[C:13]([Br:15])[CH:14]=1)([CH3:6])[CH3:5].[H-].[Na+]. Product: [Br:15][C:13]1[CH:12]=[N:11][C:10]2[NH:16][C:3](=[O:2])[C:4]([CH3:6])([CH3:5])[NH:7][CH2:8][C:9]=2[CH:14]=1. The catalyst class is: 58. (4) Reactant: [NH2:1][C:2]1[N:3]=[C:4]([CH3:38])[C:5]2=[C:6]([CH2:8][C@H:9]([C:23]3[CH:28]=[CH:27][C:26]([F:29])=[CH:25][C:24]=3[C:30]3[CH:35]=[CH:34][CH:33]=[C:32]([O:36][CH3:37])[N:31]=3)[NH:10]/[C:11]/2=[N:12]\[O:13][CH:14]([CH2:20][CH2:21][OH:22])[C:15]([N:17]([CH3:19])[CH3:18])=[O:16])[N:7]=1.[H-].[Na+].S(OC)(O[CH3:45])(=O)=O. Product: [NH2:1][C:2]1[N:3]=[C:4]([CH3:38])[C:5]2=[C:6]([CH2:8][C@H:9]([C:23]3[CH:28]=[CH:27][C:26]([F:29])=[CH:25][C:24]=3[C:30]3[CH:35]=[CH:34][CH:33]=[C:32]([O:36][CH3:37])[N:31]=3)[NH:10]/[C:11]/2=[N:12]\[O:13][CH:14]([CH2:20][CH2:21][O:22][CH3:45])[C:15]([N:17]([CH3:18])[CH3:19])=[O:16])[N:7]=1. The catalyst class is: 1.